Dataset: Full USPTO retrosynthesis dataset with 1.9M reactions from patents (1976-2016). Task: Predict the reactants needed to synthesize the given product. Given the product [CH2:33]([O:32][C:30](=[O:31])[NH:19][CH2:18][CH:15]1[CH2:14][C:13]2[CH:12]=[CH:11][CH:10]=[C:9]([C:4]3[CH:5]=[CH:6][CH:7]=[CH:8][C:3]=3[O:2][CH3:1])[C:17]=2[O:16]1)[C:34]1[CH:39]=[CH:38][CH:37]=[CH:36][CH:35]=1, predict the reactants needed to synthesize it. The reactants are: [CH3:1][O:2][C:3]1[CH:8]=[CH:7][CH:6]=[CH:5][C:4]=1[C:9]1[C:17]2[O:16][CH:15]([CH2:18][NH2:19])[CH2:14][C:13]=2[CH:12]=[CH:11][CH:10]=1.C(N(C(C)C)CC)(C)C.Cl[C:30]([O:32][CH2:33][C:34]1[CH:39]=[CH:38][CH:37]=[CH:36][CH:35]=1)=[O:31].C(OC(=O)NCC1CC2C=CC=C(C3CCCC3)C=2O1)C1C=CC=CC=1.